This data is from Catalyst prediction with 721,799 reactions and 888 catalyst types from USPTO. The task is: Predict which catalyst facilitates the given reaction. (1) Reactant: CC(C)([O-])C.[K+].[F:7][C:8]1[CH:9]=[C:10]2[C:15](=[CH:16][CH:17]=1)[CH2:14][NH:13][CH2:12][CH2:11]2.Br[C:19]1[CH:24]=[C:23]([C:25]([F:28])([F:27])[F:26])[C:22]([NH:29][C:30](=[O:36])[CH2:31][C:32]([CH3:35])([CH3:34])[CH3:33])=[C:21]([Cl:37])[CH:20]=1. Product: [Cl:37][C:21]1[CH:20]=[C:19]([N:13]2[CH2:12][CH2:11][C:10]3[C:15](=[CH:16][CH:17]=[C:8]([F:7])[CH:9]=3)[CH2:14]2)[CH:24]=[C:23]([C:25]([F:28])([F:27])[F:26])[C:22]=1[NH:29][C:30](=[O:36])[CH2:31][C:32]([CH3:34])([CH3:33])[CH3:35]. The catalyst class is: 11. (2) Reactant: [NH2:1][C:2]1[N:3]=[CH:4][C:5]([C:18]2[CH:19]=[C:20]([CH:23]=[CH:24][CH:25]=2)[CH:21]=O)=[N:6][C:7]=1[NH:8][CH2:9][C:10]1[C:15]([Cl:16])=[CH:14][CH:13]=[CH:12][C:11]=1[Cl:17].[NH2:26][CH:27]1[CH2:32][CH2:31][N:30]([C:33]([O:35][C:36]([CH3:39])([CH3:38])[CH3:37])=[O:34])[C@@H:29]([C:40]([O:42][C:43]([CH3:46])([CH3:45])[CH3:44])=[O:41])[CH2:28]1.C([O-])(O)=O.[Na+].C(Cl)Cl. Product: [NH2:1][C:2]1[N:3]=[CH:4][C:5]([C:18]2[CH:19]=[C:20]([CH:23]=[CH:24][CH:25]=2)[CH2:21][NH:26][CH:27]2[CH2:32][CH2:31][N:30]([C:33]([O:35][C:36]([CH3:37])([CH3:38])[CH3:39])=[O:34])[C@@H:29]([C:40]([O:42][C:43]([CH3:46])([CH3:45])[CH3:44])=[O:41])[CH2:28]2)=[N:6][C:7]=1[NH:8][CH2:9][C:10]1[C:11]([Cl:17])=[CH:12][CH:13]=[CH:14][C:15]=1[Cl:16]. The catalyst class is: 26. (3) Reactant: [H-].C([Al+]CC(C)C)C(C)C.[F:11][C:12]([F:27])([F:26])[C:13]1[CH:14]=[C:15]([CH:23]=[CH:24][CH:25]=1)/[CH:16]=[CH:17]/[C:18](OCC)=[O:19].O. Product: [F:11][C:12]([F:26])([F:27])[C:13]1[CH:14]=[C:15]([CH:23]=[CH:24][CH:25]=1)/[CH:16]=[CH:17]/[CH2:18][OH:19]. The catalyst class is: 1. (4) Reactant: Br[C:2]1[C:14]2[C:13]3[CH2:12][CH2:11][N:10]([C:15]([O:17][C:18]([CH3:21])([CH3:20])[CH3:19])=[O:16])[CH2:9][C:8]=3[CH:7]=[N:6][C:5]=2[NH:4][N:3]=1.[C:22]1([CH3:31])[CH:27]=[CH:26][CH:25]=[CH:24][C:23]=1B(O)O.C(=O)([O-])[O-].[Cs+].[Cs+]. Product: [C:22]1([CH3:31])[CH:27]=[CH:26][CH:25]=[CH:24][C:23]=1[C:2]1[C:14]2[C:13]3[CH2:12][CH2:11][N:10]([C:15]([O:17][C:18]([CH3:21])([CH3:20])[CH3:19])=[O:16])[CH2:9][C:8]=3[CH:7]=[N:6][C:5]=2[NH:4][N:3]=1. The catalyst class is: 234. (5) Reactant: [Br:1][C:2]1[CH:3]=[C:4]2[C:9](=[CH:10][CH:11]=1)[O:8][CH:7]([C:12]1[CH:17]=[CH:16][CH:15]=[CH:14][C:13]=1[CH3:18])[CH2:6][CH:5]2O.C([SiH](CC)CC)C.FC(F)(F)C(O)=O. Product: [Br:1][C:2]1[CH:3]=[C:4]2[C:9](=[CH:10][CH:11]=1)[O:8][CH:7]([C:12]1[CH:17]=[CH:16][CH:15]=[CH:14][C:13]=1[CH3:18])[CH2:6][CH2:5]2. The catalyst class is: 4.